This data is from Forward reaction prediction with 1.9M reactions from USPTO patents (1976-2016). The task is: Predict the product of the given reaction. (1) Given the reactants [CH2:1]([O:8][N:9]([CH2:12][C:13]1([C:20]([OH:22])=O)[CH2:19][CH2:18][CH2:17][CH2:16][CH2:15][CH2:14]1)[CH:10]=[O:11])[C:2]1[CH:7]=[CH:6][CH:5]=[CH:4][CH:3]=1.[NH:23]([C:25]1[N:30]=[C:29]([C:31]([F:34])([F:33])[F:32])[CH:28]=[CH:27][N:26]=1)[NH2:24].CN1CCOCC1.C1C=NC2N(O)N=NC=2C=1.Cl.CN(C)CCCN=C=NCC, predict the reaction product. The product is: [CH2:1]([O:8][N:9]([CH2:12][C:13]1([C:20]([NH:24][NH:23][C:25]2[N:30]=[C:29]([C:31]([F:33])([F:32])[F:34])[CH:28]=[CH:27][N:26]=2)=[O:22])[CH2:14][CH2:15][CH2:16][CH2:17][CH2:18][CH2:19]1)[CH:10]=[O:11])[C:2]1[CH:3]=[CH:4][CH:5]=[CH:6][CH:7]=1. (2) Given the reactants Cl.[NH2:2][C:3]1[CH:14]=[CH:13][C:6]2[N:7]([CH3:12])[C:8](=[O:11])[N:9]([CH3:10])[C:5]=2[CH:4]=1.C(O[CH:18]=[C:19]([C:25](=[O:32])[NH:26][C:27](OCC)=[O:28])[C:20]([O:22][CH2:23][CH3:24])=[O:21])C.C(N(CC)CC)C.CC(C)([O-])C.[K+].Cl, predict the reaction product. The product is: [CH3:12][N:7]1[C:6]2[CH:13]=[CH:14][C:3]([N:2]3[CH:18]=[C:19]([C:20]([O:22][CH2:23][CH3:24])=[O:21])[C:25](=[O:32])[NH:26][C:27]3=[O:28])=[CH:4][C:5]=2[N:9]([CH3:10])[C:8]1=[O:11].